This data is from Full USPTO retrosynthesis dataset with 1.9M reactions from patents (1976-2016). The task is: Predict the reactants needed to synthesize the given product. (1) Given the product [CH:23]1([C:17]([C:9]2[CH:8]=[C:7]([CH:2]3[O:3][CH2:4][CH2:5][CH2:6][O:1]3)[C:16]3[C:11](=[CH:12][CH:13]=[CH:14][CH:15]=3)[CH:10]=2)=[O:18])[CH2:25][CH2:24]1, predict the reactants needed to synthesize it. The reactants are: [O:1]1[CH2:6][CH2:5][CH2:4][O:3][CH:2]1[C:7]1[C:16]2[C:11](=[CH:12][CH:13]=[CH:14][CH:15]=2)[CH:10]=[C:9]([C:17](N(OC)C)=[O:18])[CH:8]=1.[CH:23]1([Mg]Br)[CH2:25][CH2:24]1.[Cl-].[NH4+]. (2) Given the product [C:36]([NH:1][C:2]1[CH:3]=[C:4]([C:8]2[CH:12]=[CH:11][N:10]([CH:13]([O:26][CH2:27][CH3:28])[C:14]([NH:16][CH2:17][C:18]3[CH:19]=[CH:20][C:21]([C:24]#[N:25])=[CH:22][CH:23]=3)=[O:15])[N:9]=2)[CH:5]=[CH:6][CH:7]=1)(=[O:38])[CH3:37], predict the reactants needed to synthesize it. The reactants are: [NH2:1][C:2]1[CH:3]=[C:4]([C:8]2[CH:12]=[CH:11][N:10]([CH:13]([O:26][CH2:27][CH3:28])[C:14]([NH:16][CH2:17][C:18]3[CH:23]=[CH:22][C:21]([C:24]#[N:25])=[CH:20][CH:19]=3)=[O:15])[N:9]=2)[CH:5]=[CH:6][CH:7]=1.C(N(CC)CC)C.[C:36](Cl)(=[O:38])[CH3:37]. (3) Given the product [F:35][C:33]1[CH:32]=[CH:31][C:30]([N:36]2[N:40]=[CH:39][CH:38]=[N:37]2)=[C:29]([C:27]([N:21]2[CH2:22][CH2:23][C@@H:24]3[C@@H:19]([N:26]([C:42]4[N:43]=[CH:44][N:45]=[C:46]([NH:48][CH3:49])[CH:47]=4)[CH2:25]3)[CH2:20]2)=[O:28])[CH:34]=1, predict the reactants needed to synthesize it. The reactants are: C12N(C3C=NC4C(=CC=CC=4)N=3)CC1CCNC2.[C@@H:19]12[NH:26][CH2:25][C@@H:24]1[CH2:23][CH2:22][N:21]([C:27]([C:29]1[CH:34]=[C:33]([F:35])[CH:32]=[CH:31][C:30]=1[N:36]1[N:40]=[CH:39][CH:38]=[N:37]1)=[O:28])[CH2:20]2.Cl[C:42]1[CH:47]=[C:46]([NH:48][CH3:49])[N:45]=[CH:44][N:43]=1. (4) Given the product [F:61][C:55]1[CH:56]=[C:57]([I:60])[CH:58]=[CH:59][C:54]=1[C:50]1[NH:49][C:48]([C@@H:39]([N:35]2[C:72](=[O:74])[C@@H:71]([C:75]3[CH:76]=[CH:77][C:78]([O:81][CH2:82][C:83]([N:84]([CH3:85])[CH3:86])=[O:87])=[CH:79][CH:80]=3)[NH:70][C:68]2=[O:69])[C@H:40]([C:42]2[CH:43]=[CH:44][CH:45]=[CH:46][CH:47]=2)[CH3:41])=[N:52][C:51]=1[CH3:53], predict the reactants needed to synthesize it. The reactants are: IC1C=CC(C2NC([C@@H](N3C(=O)[C@@H](CCC(O)=O)NC3=O)C(C)C)=NC=2)=CC=1.C1(C[C@H]2NC(=O)[N:35]([C@H:39]([C:48]3[NH:49][C:50]([C:54]4[CH:59]=[CH:58][C:57]([I:60])=[CH:56][C:55]=4[F:61])=[C:51]([CH3:53])[N:52]=3)[C@H:40]([C:42]3[CH:47]=[CH:46][CH:45]=[CH:44][CH:43]=3)[CH3:41])C2=O)CC1.C(O[C:68]([NH:70][C@H:71]([C:75]1[CH:80]=[CH:79][C:78]([O:81][CH2:82][C:83](=[O:87])[N:84]([CH3:86])[CH3:85])=[CH:77][CH:76]=1)[C:72]([OH:74])=O)=[O:69])(C)(C)C.ClN1C(=O)CCC1=O. (5) Given the product [CH2:1]([CH:3]([CH2:6][CH2:7][CH2:8][CH3:9])[CH2:4][O:5][CH2:18][CH:17]([OH:19])[CH2:16][OH:15])[CH3:2], predict the reactants needed to synthesize it. The reactants are: [CH2:1]([CH:3]([CH2:6][CH2:7][CH2:8][CH3:9])[CH:4]=[O:5])[CH3:2].CCC(CCC)CC[O:15][CH:16](O)[CH:17]([OH:19])[CH3:18].CCC(CCCC)COC(O)C(O)C.CCC(C(CC)CCC)COC(O)CC.C(C(CCCC)CO)C. (6) Given the product [F:25][C:26]1[CH:27]=[C:28]([C:32]2[CH:33]=[CH:34][C:35]([C:38]([NH:40][C@H:41]3[CH2:45][CH2:44][C@@H:43]([C:46]([N:56]4[CH2:61][CH2:60][NH:59][CH2:58][CH2:57]4)=[O:48])[CH2:42]3)=[O:39])=[CH:36][N:37]=2)[CH:29]=[CH:30][CH:31]=1, predict the reactants needed to synthesize it. The reactants are: CN(C(ON1N=NC2C=CC=CC1=2)=[N+](C)C)C.F[P-](F)(F)(F)(F)F.[F:25][C:26]1[CH:27]=[C:28]([C:32]2[N:37]=[CH:36][C:35]([C:38]([NH:40][C@H:41]3[CH2:45][CH2:44][C@@H:43]([C:46]([OH:48])=O)[CH2:42]3)=[O:39])=[CH:34][CH:33]=2)[CH:29]=[CH:30][CH:31]=1.C(N(CC)CC)C.[N:56]1(C(O)=O)[CH2:61][CH2:60][NH:59][CH2:58][CH2:57]1. (7) The reactants are: [O:1]1[CH2:6][C:5](=O)[CH2:4][C:3](=[O:8])[CH2:2]1.[F:9][C:10]1[CH:17]=[CH:16][C:13]([CH:14]=O)=[CH:12][C:11]=1[I:18].[NH2:19]/[C:20](/[CH3:26])=[CH:21]\[C:22]([O:24][CH3:25])=[O:23]. Given the product [F:9][C:10]1[CH:17]=[CH:16][C:13]([CH:14]2[C:21]([C:22]([O:24][CH3:25])=[O:23])=[C:20]([CH3:26])[NH:19][C:5]3[CH2:6][O:1][CH2:2][C:3](=[O:8])[C:4]2=3)=[CH:12][C:11]=1[I:18], predict the reactants needed to synthesize it. (8) Given the product [C:17]([O:21][C:22]([N:24]1[CH2:25][CH:26]2[O:32][CH:30]([CH2:29][N:28]([CH2:2][CH2:3][CH2:4][NH:5][S:6]([C:9]3[CH:14]=[CH:13][C:12]([C:15]#[N:16])=[CH:11][CH:10]=3)(=[O:8])=[O:7])[CH2:27]2)[CH2:31]1)=[O:23])([CH3:20])([CH3:18])[CH3:19], predict the reactants needed to synthesize it. The reactants are: Br[CH2:2][CH2:3][CH2:4][NH:5][S:6]([C:9]1[CH:14]=[CH:13][C:12]([C:15]#[N:16])=[CH:11][CH:10]=1)(=[O:8])=[O:7].[C:17]([O:21][C:22]([N:24]1[CH2:31][CH:30]2[O:32][CH:26]([CH2:27][NH:28][CH2:29]2)[CH2:25]1)=[O:23])([CH3:20])([CH3:19])[CH3:18].C([O-])([O-])=O.[K+].[K+].